Dataset: Catalyst prediction with 721,799 reactions and 888 catalyst types from USPTO. Task: Predict which catalyst facilitates the given reaction. Reactant: [Cl:1][C:2]1[CH:27]=[C:26]([S:28]([CH3:31])(=[O:30])=[O:29])[CH:25]=[CH:24][C:3]=1[O:4][C:5]1[CH:6]=[C:7](/[C:15](=[CH:20]/[N:21](C)[CH3:22])/[C:16]([O:18]C)=O)[CH:8]=[C:9]([C:11]([F:14])([F:13])[F:12])[CH:10]=1.C[NH:33]N. Product: [Cl:1][C:2]1[CH:27]=[C:26]([S:28]([CH3:31])(=[O:29])=[O:30])[CH:25]=[CH:24][C:3]=1[O:4][C:5]1[CH:6]=[C:7]([C:15]2[C:16](=[O:18])[NH:33][N:21]([CH3:22])[CH:20]=2)[CH:8]=[C:9]([C:11]([F:14])([F:13])[F:12])[CH:10]=1. The catalyst class is: 8.